Dataset: Full USPTO retrosynthesis dataset with 1.9M reactions from patents (1976-2016). Task: Predict the reactants needed to synthesize the given product. (1) Given the product [Cl:16][C:11]1[CH:10]=[CH:9][N:8]=[C:7]([N:4]2[CH2:5][CH2:6][CH:2]([OH:1])[CH2:3]2)[N:12]=1, predict the reactants needed to synthesize it. The reactants are: [OH:1][CH:2]1[CH2:6][CH2:5][N:4]([C:7]2[N:12]=[C:11](O)[CH:10]=[CH:9][N:8]=2)[CH2:3]1.O=P(Cl)(Cl)[Cl:16]. (2) Given the product [ClH:21].[CH3:1][S:2]([C:5]1[CH:10]=[C:9]([C@@H:11]([NH2:14])[CH2:12][CH3:13])[CH:8]=[CH:7][N:6]=1)(=[O:4])=[O:3], predict the reactants needed to synthesize it. The reactants are: [CH3:1][S:2]([C:5]1[CH:10]=[C:9]([C@@H:11]([NH:14]S(C(C)(C)C)=O)[CH2:12][CH3:13])[CH:8]=[CH:7][N:6]=1)(=[O:4])=[O:3].[ClH:21].O1CCOCC1. (3) The reactants are: [CH2:1]([O:3][C:4]([C:6]1([CH2:12][CH:13]2[CH2:15][CH2:14]2)SCCCS1)=[O:5])[CH3:2].C1C(=O)N(Br)C(=[O:19])C1.O. Given the product [CH2:1]([O:3][C:4](=[O:5])[C:6](=[O:19])[CH2:12][CH:13]1[CH2:15][CH2:14]1)[CH3:2], predict the reactants needed to synthesize it. (4) Given the product [Cl:1][C:2]1[CH:3]=[C:4]([C:9]2([C:10]#[N:11])[CH2:19][CH2:18][CH2:17][CH2:16][CH2:15]2)[CH:5]=[C:6]([Cl:8])[CH:7]=1, predict the reactants needed to synthesize it. The reactants are: [Cl:1][C:2]1[CH:3]=[C:4]([CH2:9][C:10]#[N:11])[CH:5]=[C:6]([Cl:8])[CH:7]=1.[H-].[Na+].Br[CH2:15][CH2:16][CH2:17][CH2:18][CH2:19]Br.O. (5) Given the product [CH3:9][O:8][C:3]1[CH:4]=[CH:5][CH:6]=[CH:7][C:2]=1[C:12]1[CH:13]=[CH:14][CH:15]=[CH:16][C:11]=1[CH3:10], predict the reactants needed to synthesize it. The reactants are: Br[C:2]1[CH:7]=[CH:6][CH:5]=[CH:4][C:3]=1[O:8][CH3:9].[CH3:10][C:11]1[CH:16]=[CH:15][CH:14]=[CH:13][C:12]=1B(O)O.[F-].[K+]. (6) Given the product [CH3:1][O:2][C:3](=[O:21])[C:4]1[CH:5]=[CH:6][C:7]([C:10]2[NH:14][C:13]3[C:15]([CH:34]=[O:35])=[C:16]([O:19][CH3:20])[CH:17]=[CH:18][C:12]=3[N:11]=2)=[CH:8][CH:9]=1, predict the reactants needed to synthesize it. The reactants are: [CH3:1][O:2][C:3](=[O:21])[C:4]1[CH:9]=[CH:8][C:7]([C:10]2[NH:14][C:13]3[CH:15]=[C:16]([O:19][CH3:20])[CH:17]=[CH:18][C:12]=3[N:11]=2)=[CH:6][CH:5]=1.C1N2CN3CN(C2)CN1C3.FC(F)(F)[C:34](O)=[O:35].